This data is from Forward reaction prediction with 1.9M reactions from USPTO patents (1976-2016). The task is: Predict the product of the given reaction. (1) The product is: [CH3:1][O:2][C:3]1[CH:4]=[C:5]2[C:10](=[CH:11][C:12]=1[O:13][CH3:14])[N:9]=[CH:8][N:7]=[C:6]2[O:15][C:16]1[C:17]([F:23])=[C:18]([NH:19][C:35]([NH:34][C:31]2[CH:30]=[C:29]([C:26]([CH3:28])([CH3:27])[C:25]([F:45])([F:44])[F:24])[O:33][N:32]=2)=[O:36])[CH:20]=[CH:21][CH:22]=1. Given the reactants [CH3:1][O:2][C:3]1[CH:4]=[C:5]2[C:10](=[CH:11][C:12]=1[O:13][CH3:14])[N:9]=[CH:8][N:7]=[C:6]2[O:15][C:16]1[C:17]([F:23])=[C:18]([CH:20]=[CH:21][CH:22]=1)[NH2:19].[F:24][C:25]([F:45])([F:44])[C:26]([C:29]1[O:33][N:32]=[C:31]([NH:34][C:35](=O)[O:36]C2C=CC=CC=2)[CH:30]=1)([CH3:28])[CH3:27].FC(F)(F)C(C1ON=C(NC(=O)[O-])C=1)(C)C, predict the reaction product. (2) Given the reactants C.[NH2:2][C:3]1[C:8]([N+:9]([O-])=O)=[CH:7][C:6]([C:12]2[CH:17]=[CH:16][C:15]([Cl:18])=[C:14]([Cl:19])[CH:13]=2)=[CH:5][N:4]=1.O.NN, predict the reaction product. The product is: [NH2:2][C:3]1[C:8]([NH2:9])=[CH:7][C:6]([C:12]2[CH:17]=[CH:16][C:15]([Cl:18])=[C:14]([Cl:19])[CH:13]=2)=[CH:5][N:4]=1.